From a dataset of Forward reaction prediction with 1.9M reactions from USPTO patents (1976-2016). Predict the product of the given reaction. Given the reactants [NH2:1][C:2]1[C:7]([C:8]#[N:9])=[CH:6][N:5]=[CH:4][N:3]=1.[N:10]([O-])=O.[Na+].Cl[Sn]Cl.CCOC(C)=O, predict the reaction product. The product is: [NH:1]1[C:2]2=[N:3][CH:4]=[N:5][CH:6]=[C:7]2[C:8]([NH2:10])=[N:9]1.